From a dataset of Full USPTO retrosynthesis dataset with 1.9M reactions from patents (1976-2016). Predict the reactants needed to synthesize the given product. (1) Given the product [Br:5][C:6]1[CH:7]=[C:8]([C:15]([O:17][CH3:18])=[O:16])[C:9]2[C:10]([CH:11]=[O:20])=[N:1][NH:12][C:13]=2[CH:14]=1, predict the reactants needed to synthesize it. The reactants are: [N:1]([O-])=O.[Na+].[Br:5][C:6]1[CH:7]=[C:8]([C:15]([O:17][CH3:18])=[O:16])[C:9]2[CH:10]=[CH:11][NH:12][C:13]=2[CH:14]=1.Cl.[OH2:20]. (2) Given the product [F:18][C:16]1[CH:15]=[CH:14][C:12]2[NH:13][C:9]([CH:8]([O:19][CH:20]3[CH2:25][CH2:24][N:23]([CH3:26])[CH2:22][CH2:21]3)[C:4]3[CH:3]=[C:2]([C:31]#[C:30][CH2:29][CH2:28][CH2:27][N:32]4[C:33](=[O:42])[C:34]5[C:35](=[CH:38][CH:39]=[CH:40][CH:41]=5)[C:36]4=[O:37])[CH:7]=[CH:6][CH:5]=3)=[N:10][C:11]=2[CH:17]=1, predict the reactants needed to synthesize it. The reactants are: Br[C:2]1[CH:3]=[C:4]([CH:8]([O:19][CH:20]2[CH2:25][CH2:24][N:23]([CH3:26])[CH2:22][CH2:21]2)[C:9]2[NH:13][C:12]3[CH:14]=[CH:15][C:16]([F:18])=[CH:17][C:11]=3[N:10]=2)[CH:5]=[CH:6][CH:7]=1.[C:27]([N:32]1[C:36](=[O:37])[C:35]2=[CH:38][CH:39]=[CH:40][CH:41]=[C:34]2[C:33]1=[O:42])#[C:28][CH2:29][CH2:30][CH3:31].C(NCC)C.